Regression. Given a peptide amino acid sequence and an MHC pseudo amino acid sequence, predict their binding affinity value. This is MHC class I binding data. From a dataset of Peptide-MHC class I binding affinity with 185,985 pairs from IEDB/IMGT. (1) The peptide sequence is IQVNKGVAY. The MHC is HLA-B15:01 with pseudo-sequence HLA-B15:01. The binding affinity (normalized) is 0.572. (2) The peptide sequence is VVAANRSAF. The MHC is SLA-10401 with pseudo-sequence SLA-10401. The binding affinity (normalized) is 0.566. (3) The peptide sequence is VLASGPGPF. The MHC is HLA-B46:01 with pseudo-sequence HLA-B46:01. The binding affinity (normalized) is 0.0847. (4) The binding affinity (normalized) is 0.0847. The MHC is HLA-B15:17 with pseudo-sequence HLA-B15:17. The peptide sequence is SVFALLPPQ. (5) The peptide sequence is QRNGRIDRY. The MHC is HLA-A03:01 with pseudo-sequence HLA-A03:01. The binding affinity (normalized) is 0.0847. (6) The peptide sequence is TTDDSTSYY. The MHC is HLA-B15:01 with pseudo-sequence HLA-B15:01. The binding affinity (normalized) is 0.0847. (7) The peptide sequence is RIRQGLERA. The MHC is HLA-A24:02 with pseudo-sequence HLA-A24:02. The binding affinity (normalized) is 0. (8) The peptide sequence is TLNAWVKVV. The MHC is HLA-B45:01 with pseudo-sequence HLA-B45:01. The binding affinity (normalized) is 0. (9) The peptide sequence is ARYGIFLPF. The MHC is HLA-B08:01 with pseudo-sequence HLA-B08:01. The binding affinity (normalized) is 0.0847. (10) The peptide sequence is KEKGGLEGM. The MHC is HLA-B40:01 with pseudo-sequence HLA-B40:01. The binding affinity (normalized) is 0.186.